This data is from Experimentally validated miRNA-target interactions with 360,000+ pairs, plus equal number of negative samples. The task is: Binary Classification. Given a miRNA mature sequence and a target amino acid sequence, predict their likelihood of interaction. (1) The miRNA is mmu-miR-449c-5p with sequence AGGCAGUGCAUUGCUAGCUGG. The protein sequence of the target gene is MLFYSFFKSLVGKDVVVELKNDLSICGTLHSVDQYLNIKLTDISVTDPEKYPHMLSVKNCFIRGSVVRYVQLPADEVDTQLLQDAARKEALQQKQ. Result: 0 (no interaction). (2) The miRNA is hsa-miR-2682-5p with sequence CAGGCAGUGACUGUUCAGACGUC. The protein sequence of the target gene is MLNGAGLDKALKMSLPRRSRIRSSVGPVRSSLGYKKAEDEMSRATSVGDQLEAPARTIYLNQPHLNKFRDNQISTAKYSVLTFLPRFLYEQIRRAANAFFLFIALLQQIPDVSPTGRYTTLVPLIIILTIAGIKEIVEDFKRHKADNAVNKKKTIVLRNGMWHTIMWKEVAVGDIVKVVNGQYLPADVVLLSSSEPQAMCYVETANLDGETNLKIRQGLSHTADMQTREVLMKLSGTIECEGPNRHLYDFTGNLNLDGKSLVALGPDQILLRGTQLRNTQWVFGIVVYTGHDTKLMQNST.... Result: 0 (no interaction). (3) The miRNA is hsa-miR-449c-3p with sequence UUGCUAGUUGCACUCCUCUCUGU. The protein sequence of the target gene is MLLTLAGGALFFPGLFALCTWALRRSQPGWSRTDCVMISTRLVSSVHAVLATGSGIVIIRSCDDVITGRHWLAREYVWFLIPYMIYDSYAMYLCEWCRTRDQNRAPSLTLRNFLSRNRLMITHHAVILFVLVPVAQRLRGDLGDFFVGCIFTAELSTPFVSLGRVLIQLKQQHTLLYKVNGILTLATFLSCRILLFPFMYWSYGRQQGLSLLQVPFSIPFYCNVANAFLVAPQIYWFCLLCRKAVRLFDTPQAKKDG. Result: 1 (interaction). (4) The protein sequence of the target gene is MAPHRPAPALLCALSLALCALSLPVRAATASRGASQAGAPQGRVPEARPNSMVVEHPEFLKAGKEPGLQIWRVEKFDLVPVPTNLYGDFFTGDAYVILKTVQLRNGNLQYDLHYWLGNECSQDESGAAAIFTVQLDDYLNGRAVQHREVQGFESATFLGYFKSGLKYKKGGVASGFKHVVPNEVVVQRLFQVKGRRVVRATEVPVSWESFNNGDCFILDLGNNIHQWCGSNSNRYERLKATQVSKGIRDNERSGRARVHVSEEGTEPEAMLQVLGPKPALPAGTEDTAKEDAANRKLAKL.... Result: 1 (interaction). The miRNA is hsa-miR-335-5p with sequence UCAAGAGCAAUAACGAAAAAUGU. (5) The miRNA is hsa-miR-19b-3p with sequence UGUGCAAAUCCAUGCAAAACUGA. The protein sequence of the target gene is MKKTRSTTLRRAWPSSDFSDRASDRMRSRSEKDYRLHKRFPAAFAPQASRGYMTSGDVSPISMSPISQSQFIPLGEILCLAISAMNSARKPVTQEALMEHLTTCFPGVPTPSQEILRHTLNTLVRERKIYPTPDGYFIVTPQTYFITPSLIRTNSKWYHLDERIPDRSQCTSPQPGTITPSASGCVRERTLPRNHCDSCHCCREDVHSTHAPTLQRKSAKDCKDPYCPPSLCQVPPTEKSKSTVNFSYKTETLSKPKDSEKQSKKFGLKLFRLSFKKDKTKQLANFSAQFPPEEWPLRDE.... Result: 1 (interaction). (6) The miRNA is hsa-miR-6805-5p with sequence UAGGGGGCGGCUUGUGGAGUGU. The protein sequence of the target gene is MITVNPDGKIMVRRCLVTLRPFRLFVLGIGFFTLCFLMTSLGGQFSARRLGDSPFTIRTEVMGGPESRGVLRKMSDLLELMVKRMDALARLENSSELHRAGGDLHFPADRMPPGAGLMERIQAIAQNVSDIAVKVDQILRHSLLLHSKVSEGRRDQCEAPSDPKFPDCSGKVEWMRARWTSDPCYAFFGVDGTECSFLIYLSEVEWFCPPLPWRNQTAAQRAPKPLPKVQAVFRSNLSHLLDLMGSGKESLIFMKKRTKRLTAQWALAAQRLAQKLGATQRDQKQILVHIGFLTEESGDV.... Result: 1 (interaction).